Dataset: Full USPTO retrosynthesis dataset with 1.9M reactions from patents (1976-2016). Task: Predict the reactants needed to synthesize the given product. Given the product [Cl:8][C:6]1[N:5]=[N:4][C:3]([NH2:9])=[C:2]([C:11]#[C:10][Si:12]([CH3:15])([CH3:14])[CH3:13])[CH:7]=1, predict the reactants needed to synthesize it. The reactants are: Br[C:2]1[CH:7]=[C:6]([Cl:8])[N:5]=[N:4][C:3]=1[NH2:9].[C:10]([Si:12]([CH3:15])([CH3:14])[CH3:13])#[CH:11].C(N(CC)CC)C.